Regression. Given a peptide amino acid sequence and an MHC pseudo amino acid sequence, predict their binding affinity value. This is MHC class II binding data. From a dataset of Peptide-MHC class II binding affinity with 134,281 pairs from IEDB. (1) The peptide sequence is VLTLGAAMVEIALGGKK. The MHC is DRB1_1101 with pseudo-sequence DRB1_1101. The binding affinity (normalized) is 0.478. (2) The peptide sequence is YVVSSFDNIKVFLEG. The MHC is DRB1_0301 with pseudo-sequence DRB1_0301. The binding affinity (normalized) is 0.530.